From a dataset of NCI-60 drug combinations with 297,098 pairs across 59 cell lines. Regression. Given two drug SMILES strings and cell line genomic features, predict the synergy score measuring deviation from expected non-interaction effect. (1) Drug 1: CC1=C(C(CCC1)(C)C)C=CC(=CC=CC(=CC(=O)O)C)C. Drug 2: C1=CN(C=N1)CC(O)(P(=O)(O)O)P(=O)(O)O. Cell line: OVCAR3. Synergy scores: CSS=-2.54, Synergy_ZIP=-0.315, Synergy_Bliss=-3.56, Synergy_Loewe=-5.31, Synergy_HSA=-7.54. (2) Drug 1: CC1CCC2CC(C(=CC=CC=CC(CC(C(=O)C(C(C(=CC(C(=O)CC(OC(=O)C3CCCCN3C(=O)C(=O)C1(O2)O)C(C)CC4CCC(C(C4)OC)OCCO)C)C)O)OC)C)C)C)OC. Drug 2: CNC(=O)C1=NC=CC(=C1)OC2=CC=C(C=C2)NC(=O)NC3=CC(=C(C=C3)Cl)C(F)(F)F. Cell line: HCC-2998. Synergy scores: CSS=7.39, Synergy_ZIP=-2.87, Synergy_Bliss=-5.54, Synergy_Loewe=-25.4, Synergy_HSA=-10.1. (3) Synergy scores: CSS=-1.31, Synergy_ZIP=-11.8, Synergy_Bliss=-25.8, Synergy_Loewe=-47.5, Synergy_HSA=-27.4. Drug 2: C1=CN(C=N1)CC(O)(P(=O)(O)O)P(=O)(O)O. Drug 1: CC1OCC2C(O1)C(C(C(O2)OC3C4COC(=O)C4C(C5=CC6=C(C=C35)OCO6)C7=CC(=C(C(=C7)OC)O)OC)O)O. Cell line: HCT-15. (4) Drug 1: C1=NC2=C(N1)C(=S)N=C(N2)N. Drug 2: CC1=CC=C(C=C1)C2=CC(=NN2C3=CC=C(C=C3)S(=O)(=O)N)C(F)(F)F. Cell line: SF-539. Synergy scores: CSS=26.4, Synergy_ZIP=0.327, Synergy_Bliss=1.31, Synergy_Loewe=-5.86, Synergy_HSA=3.24. (5) Drug 1: CNC(=O)C1=CC=CC=C1SC2=CC3=C(C=C2)C(=NN3)C=CC4=CC=CC=N4. Drug 2: CC=C1C(=O)NC(C(=O)OC2CC(=O)NC(C(=O)NC(CSSCCC=C2)C(=O)N1)C(C)C)C(C)C. Cell line: OVCAR-4. Synergy scores: CSS=28.2, Synergy_ZIP=-9.60, Synergy_Bliss=-4.20, Synergy_Loewe=-29.9, Synergy_HSA=-3.86. (6) Drug 1: C1CC(=O)NC(=O)C1N2CC3=C(C2=O)C=CC=C3N. Drug 2: COC1=NC(=NC2=C1N=CN2C3C(C(C(O3)CO)O)O)N. Cell line: U251. Synergy scores: CSS=6.65, Synergy_ZIP=1.69, Synergy_Bliss=3.57, Synergy_Loewe=1.94, Synergy_HSA=0.169. (7) Drug 1: CC1OCC2C(O1)C(C(C(O2)OC3C4COC(=O)C4C(C5=CC6=C(C=C35)OCO6)C7=CC(=C(C(=C7)OC)O)OC)O)O. Drug 2: CC1C(C(CC(O1)OC2CC(CC3=C2C(=C4C(=C3O)C(=O)C5=CC=CC=C5C4=O)O)(C(=O)C)O)N)O. Cell line: SW-620. Synergy scores: CSS=40.3, Synergy_ZIP=-8.74, Synergy_Bliss=-11.7, Synergy_Loewe=-5.15, Synergy_HSA=-3.16. (8) Drug 1: C1=C(C(=O)NC(=O)N1)F. Drug 2: C1CC(C1)(C2=CC=C(C=C2)C3=C(C=C4C(=N3)C=CN5C4=NNC5=O)C6=CC=CC=C6)N. Cell line: OVCAR3. Synergy scores: CSS=56.2, Synergy_ZIP=-4.17, Synergy_Bliss=-4.77, Synergy_Loewe=3.14, Synergy_HSA=7.10.